From a dataset of Forward reaction prediction with 1.9M reactions from USPTO patents (1976-2016). Predict the product of the given reaction. (1) Given the reactants O[CH:2]=[C:3]1[C:11]2[C:6](=[CH:7][CH:8]=[C:9]([C:12]([C:14]3[CH:15]=[C:16]([NH:20][C:21]([C:23]4[N:24]([CH2:29][CH3:30])[N:25]=[C:26]([CH3:28])[CH:27]=4)=[O:22])[CH:17]=[CH:18][CH:19]=3)=[O:13])[CH:10]=2)[NH:5][C:4]1=[O:31].[NH2:32][C:33]1[CH:38]=[CH:37][C:36]([N:39]2[CH2:44][CH2:43][O:42][CH2:41][CH2:40]2)=[CH:35][CH:34]=1, predict the reaction product. The product is: [N:39]1([C:36]2[CH:35]=[CH:34][C:33]([NH:32][CH:2]=[C:3]3[C:11]4[C:6](=[CH:7][CH:8]=[C:9]([C:12]([C:14]5[CH:15]=[C:16]([NH:20][C:21]([C:23]6[N:24]([CH2:29][CH3:30])[N:25]=[C:26]([CH3:28])[CH:27]=6)=[O:22])[CH:17]=[CH:18][CH:19]=5)=[O:13])[CH:10]=4)[NH:5][C:4]3=[O:31])=[CH:38][CH:37]=2)[CH2:44][CH2:43][O:42][CH2:41][CH2:40]1. (2) Given the reactants C(OC([N:8]1[C@H:17]([C:18]([OH:20])=[O:19])[CH2:16][C@H:15]2[C@@H:10]([CH2:11][CH2:12][C@H:13]([O:21][C:22]3[CH:27]=[C:26]([N:28]4[CH:32]=[CH:31][CH:30]=[N:29]4)[CH:25]=[CH:24][C:23]=3[C:33]3[N:34]=[N:35][NH:36][N:37]=3)[CH2:14]2)[CH2:9]1)=O)(C)(C)C.[ClH:38], predict the reaction product. The product is: [ClH:38].[N:28]1([C:26]2[CH:25]=[CH:24][C:23]([C:33]3[N:37]=[N:36][NH:35][N:34]=3)=[C:22]([CH:27]=2)[O:21][CH:13]2[CH2:12][CH2:11][CH:10]3[CH:15]([CH2:16][CH:17]([C:18]([OH:20])=[O:19])[NH:8][CH2:9]3)[CH2:14]2)[CH:32]=[CH:31][CH:30]=[N:29]1. (3) Given the reactants [CH2:1]([O:3][C:4](=[O:15])[CH:5]=[C:6](Cl)[C:7]1[CH:8]=[C:9]([CH3:13])[CH:10]=[CH:11][CH:12]=1)[CH3:2].[C:16]([O:20][C:21]([N:23]1[C:32]2[C:27](=[CH:28][CH:29]=[C:30]([CH2:33][CH2:34][O:35][C:36]3[CH:37]=[C:38]4[C:42](=[CH:43][CH:44]=3)[NH:41][CH:40]=[CH:39]4)[N:31]=2)[CH2:26][CH2:25][CH2:24]1)=[O:22])([CH3:19])([CH3:18])[CH3:17], predict the reaction product. The product is: [C:16]([O:20][C:21]([N:23]1[C:32]2[C:27](=[CH:28][CH:29]=[C:30]([CH2:33][CH2:34][O:35][C:36]3[CH:37]=[C:38]4[C:42](=[CH:43][CH:44]=3)[N:41]([C:6]([C:7]3[CH:8]=[C:9]([CH3:13])[CH:10]=[CH:11][CH:12]=3)=[CH:5][C:4]([O:3][CH2:1][CH3:2])=[O:15])[CH:40]=[CH:39]4)[N:31]=2)[CH2:26][CH2:25][CH2:24]1)=[O:22])([CH3:19])([CH3:17])[CH3:18]. (4) The product is: [NH2:1][C:2]1[N:7]2[N:8]=[CH:9][C:10]([C:11]3[CH:12]=[N:13][C:14]([C:17]4[CH:18]=[CH:19][CH:20]=[CH:21][CH:22]=4)=[CH:15][CH:16]=3)=[C:6]2[N:5]=[C:4]([CH:23]2[CH2:24][CH2:25][N:26]([CH3:32])[CH2:27][CH2:28]2)[C:3]=1[C:29](=[O:31])[CH3:30]. Given the reactants [NH2:1][C:2]1[N:7]2[N:8]=[CH:9][C:10]([C:11]3[CH:12]=[N:13][C:14]([C:17]4[CH:22]=[CH:21][CH:20]=[CH:19][CH:18]=4)=[CH:15][CH:16]=3)=[C:6]2[N:5]=[C:4]([CH:23]2[CH2:28][CH2:27][NH:26][CH2:25][CH2:24]2)[C:3]=1[C:29](=[O:31])[CH3:30].[CH3:32]I, predict the reaction product. (5) Given the reactants [CH2:1]([O:3][C:4]([C:6]1([C:9]2[CH:14]=[CH:13][C:12]([C:15]3[CH:20]=[CH:19][C:18]([C:21]4[O:25][N:24]=[C:23]([CH3:26])[C:22]=4[NH:27][C:28]4[CH:33]=[CH:32][CH:31]=[C:30](Br)[N:29]=4)=[CH:17][CH:16]=3)=[CH:11][CH:10]=2)[CH2:8][CH2:7]1)=[O:5])[CH3:2].[NH2:35][C:36]([C:38]1[CH:39]=[C:40](B(O)O)[CH:41]=[CH:42][CH:43]=1)=[O:37], predict the reaction product. The product is: [CH2:1]([O:3][C:4]([C:6]1([C:9]2[CH:14]=[CH:13][C:12]([C:15]3[CH:20]=[CH:19][C:18]([C:21]4[O:25][N:24]=[C:23]([CH3:26])[C:22]=4[NH:27][C:28]4[CH:33]=[CH:32][CH:31]=[C:30]([C:42]5[CH:41]=[CH:40][CH:39]=[C:38]([C:36](=[O:37])[NH2:35])[CH:43]=5)[N:29]=4)=[CH:17][CH:16]=3)=[CH:11][CH:10]=2)[CH2:8][CH2:7]1)=[O:5])[CH3:2]. (6) Given the reactants I[C:2]1[CH:3]=[C:4]([CH:10]=[CH:11][CH:12]=1)[C:5]([O:7][CH2:8][CH3:9])=[O:6].[C:13]1(B(O)O)[CH:18]=[CH:17][CH:16]=[CH:15][CH:14]=1.C(=O)([O-])[O-].[Na+].[Na+].C(OCC)(=O)C.C[N:35](C=O)C, predict the reaction product. The product is: [NH2:35][C:13]1[CH:14]=[C:15]([C:2]2[CH:12]=[CH:11][CH:10]=[C:4]([C:5]([O:7][CH2:8][CH3:9])=[O:6])[CH:3]=2)[CH:16]=[CH:17][CH:18]=1. (7) Given the reactants [NH:1]1[C:5]2=[CH:6][N:7]=[CH:8][CH:9]=[C:4]2[CH:3]=[CH:2]1.[Cl-].[Al+3].[Cl-].[Cl-].[Cl:14][C:15]([Cl:20])([Cl:19])[C:16](Cl)=[O:17], predict the reaction product. The product is: [Cl:14][C:15]([Cl:20])([Cl:19])[C:16]([C:3]1[C:4]2[C:5](=[CH:6][N:7]=[CH:8][CH:9]=2)[NH:1][CH:2]=1)=[O:17].